From a dataset of Forward reaction prediction with 1.9M reactions from USPTO patents (1976-2016). Predict the product of the given reaction. (1) Given the reactants [C:1]([O:5][C:6]([N:8]1[C:21]2[C:13](=[CH:14][C:15]3[CH2:16][O:17][CH2:18][C:19]=3[CH:20]=2)[C@@H:12]([N:22]([CH2:28][C:29]2[CH:34]=[C:33]([C:35]([F:38])([F:37])[F:36])[CH:32]=[C:31]([C:39]([F:42])([F:41])[F:40])[CH:30]=2)[C:23]2[N:24]=[N:25][NH:26][N:27]=2)[CH2:11][CH2:10][CH2:9]1)=[O:7])([CH3:4])([CH3:3])[CH3:2].[C:43]([O:47][CH2:48][CH2:49]O)([CH3:46])([CH3:45])[CH3:44].C1(P(C2C=CC=CC=2)C2C=CC=CC=2)C=CC=CC=1.N(C(OCC)=O)=NC(OCC)=O, predict the reaction product. The product is: [C:1]([O:5][C:6]([N:8]1[C:21]2[C:13](=[CH:14][C:15]3[CH2:16][O:17][CH2:18][C:19]=3[CH:20]=2)[C@@H:12]([N:22]([CH2:28][C:29]2[CH:30]=[C:31]([C:39]([F:40])([F:41])[F:42])[CH:32]=[C:33]([C:35]([F:36])([F:37])[F:38])[CH:34]=2)[C:23]2[N:24]=[N:25][N:26]([CH2:49][CH2:48][O:47][C:43]([CH3:46])([CH3:45])[CH3:44])[N:27]=2)[CH2:11][CH2:10][CH2:9]1)=[O:7])([CH3:4])([CH3:2])[CH3:3]. (2) Given the reactants [Cl:1][C:2]1[N:10]=[C:9]2[C:5]([N:6]=[CH:7][NH:8]2)=[C:4]([Cl:11])[N:3]=1.[O-]S([O-])(=O)=O.[Na+].[Na+].OS(O)(=O)=O.[C:24](O)([CH3:27])([CH3:26])[CH3:25], predict the reaction product. The product is: [C:24]([N:8]1[CH:7]=[N:6][C:5]2[C:9]1=[N:10][C:2]([Cl:1])=[N:3][C:4]=2[Cl:11])([CH3:27])([CH3:26])[CH3:25]. (3) Given the reactants [CH3:1][C:2]1[C:10]2[C:5](=[CH:6][CH:7]=[CH:8][CH:9]=2)[CH2:4][C:3]=1[C:11]([OH:13])=O.[C:14]([O:18][C:19](=[O:37])[C@@H:20]([NH:31][C:32](=[O:36])[C@@H:33]([NH2:35])[CH3:34])[CH2:21][C:22]1[C:30]2[C:25](=[CH:26][CH:27]=[CH:28][CH:29]=2)[NH:24][CH:23]=1)([CH3:17])([CH3:16])[CH3:15].C(N(CC)C(C)C)(C)C.CN(C(ON1N=NC2C=CC=NC1=2)=[N+](C)C)C.F[P-](F)(F)(F)(F)F, predict the reaction product. The product is: [C:14]([O:18][C:19](=[O:37])[C@@H:20]([NH:31][C:32](=[O:36])[C@@H:33]([NH:35][C:11]([C:3]1[CH2:4][C:5]2[C:10]([C:2]=1[CH3:1])=[CH:9][CH:8]=[CH:7][CH:6]=2)=[O:13])[CH3:34])[CH2:21][C:22]1[C:30]2[C:25](=[CH:26][CH:27]=[CH:28][CH:29]=2)[NH:24][CH:23]=1)([CH3:15])([CH3:16])[CH3:17]. (4) Given the reactants [C:1]([OH:9])(=[O:8])[CH:2]([CH2:4][C:5]([OH:7])=[O:6])[OH:3].[CH3:10][C:11]1C=CC(S(O)(=O)=O)=C[CH:16]=1, predict the reaction product. The product is: [CH3:10][C:11]1([CH3:16])[O:3][CH:2]([CH2:4][C:5]([OH:7])=[O:6])[C:1](=[O:9])[O:8]1. (5) Given the reactants [Si:1]([O:8][C@H:9]([C@H:20]([CH3:26])[CH2:21][NH:22][CH:23]([CH3:25])[CH3:24])[CH2:10][N:11]([CH3:19])[C:12](=[O:18])[O:13][C:14]([CH3:17])([CH3:16])[CH3:15])([C:4]([CH3:7])([CH3:6])[CH3:5])([CH3:3])[CH3:2].[F:27][C:28]1[C:36]([N+:37]([O-:39])=[O:38])=[CH:35][CH:34]=[CH:33][C:29]=1[C:30](Cl)=[O:31].CCN(CC)CC.O, predict the reaction product. The product is: [Si:1]([O:8][C@H:9]([C@H:20]([CH3:26])[CH2:21][N:22]([CH:23]([CH3:25])[CH3:24])[C:30](=[O:31])[C:29]1[CH:33]=[CH:34][CH:35]=[C:36]([N+:37]([O-:39])=[O:38])[C:28]=1[F:27])[CH2:10][N:11]([CH3:19])[C:12](=[O:18])[O:13][C:14]([CH3:15])([CH3:16])[CH3:17])([C:4]([CH3:7])([CH3:5])[CH3:6])([CH3:3])[CH3:2]. (6) Given the reactants [Br:1][C:2]1[C:6](=[O:7])[N:5]([C:8]2[CH:13]=[CH:12][CH:11]=[CH:10][CH:9]=2)[N:4]([CH3:14])[C:3]=1[CH2:15][N:16]1[CH2:32][CH2:31][C:19]2([N:23]([C:24]3[CH:29]=[CH:28][CH:27]=[CH:26][CH:25]=3)[CH2:22][NH:21][C:20]2=[O:30])[CH2:18][CH2:17]1.[H-].[Na+].Br[CH2:36][C:37]1[CH:42]=[CH:41][C:40]([F:43])=[CH:39][CH:38]=1, predict the reaction product. The product is: [Br:1][C:2]1[C:6](=[O:7])[N:5]([C:8]2[CH:13]=[CH:12][CH:11]=[CH:10][CH:9]=2)[N:4]([CH3:14])[C:3]=1[CH2:15][N:16]1[CH2:32][CH2:31][C:19]2([N:23]([C:24]3[CH:25]=[CH:26][CH:27]=[CH:28][CH:29]=3)[CH2:22][N:21]([CH2:36][C:37]3[CH:42]=[CH:41][C:40]([F:43])=[CH:39][CH:38]=3)[C:20]2=[O:30])[CH2:18][CH2:17]1.